This data is from Forward reaction prediction with 1.9M reactions from USPTO patents (1976-2016). The task is: Predict the product of the given reaction. (1) Given the reactants Cl[C:2]1[C:3]2[S:10][CH:9]=[C:8]([CH3:11])[C:4]=2[N:5]=[CH:6][N:7]=1.[CH3:12][O:13][C:14]1[CH:19]=[CH:18][C:17]([O:20][CH3:21])=[CH:16][C:15]=1[NH2:22], predict the reaction product. The product is: [CH3:12][O:13][C:14]1[CH:19]=[CH:18][C:17]([O:20][CH3:21])=[CH:16][C:15]=1[NH:22][C:2]1[C:3]2[S:10][CH:9]=[C:8]([CH3:11])[C:4]=2[N:5]=[CH:6][N:7]=1. (2) The product is: [ClH:1].[CH3:20][O:22][C:13]([N:8]1[CH2:7][CH2:6][C:11](=[O:12])[CH2:10][CH2:9]1)=[O:25]. Given the reactants [ClH:1].COC([CH:6]1[C:11](=[O:12])[CH2:10][CH2:9][N:8]([CH2:13]C2C=CC=CC=2)[CH2:7]1)=O.[CH2:20]([OH:22])C.[H][H].[OH2:25], predict the reaction product. (3) Given the reactants Cl[C:2]1[C:11]2[CH2:10][CH2:9][C:8]3[CH:12]=[CH:13][C:14]([O:16][CH3:17])=[CH:15][C:7]=3[C:6]=2[N:5]=[CH:4][N:3]=1.[CH3:18][C:19]1[N:20]=[CH:21][N:22]([C:25]2[CH:26]=[C:27]([NH2:31])[CH:28]=[CH:29][CH:30]=2)[C:23]=1[CH3:24].[OH-].[Na+], predict the reaction product. The product is: [CH3:18][C:19]1[N:20]=[CH:21][N:22]([C:25]2[CH:26]=[C:27]([NH:31][C:2]3[C:11]4[CH2:10][CH2:9][C:8]5[CH:12]=[CH:13][C:14]([O:16][CH3:17])=[CH:15][C:7]=5[C:6]=4[N:5]=[CH:4][N:3]=3)[CH:28]=[CH:29][CH:30]=2)[C:23]=1[CH3:24]. (4) Given the reactants [C:1]([C:3]1[CH:4]=[C:5]([CH:9]([C:16]2[CH:28]=[CH:27][C:19]([C:20]([N:22]([CH2:25][CH3:26])[CH2:23][CH3:24])=[O:21])=[CH:18][CH:17]=2)[N:10]2[CH2:15][CH2:14][NH:13][CH2:12][CH2:11]2)[CH:6]=[CH:7][CH:8]=1)#[N:2].[CH:29](=O)[C:30]1[CH:35]=[CH:34][CH:33]=[CH:32][CH:31]=1.C(O[BH-](OC(=O)C)OC(=O)C)(=O)C.[Na+], predict the reaction product. The product is: [CH2:25]([N:22]([CH2:23][CH3:24])[C:20]([C:19]1[CH:27]=[CH:28][C:16]([CH:9]([N:10]2[CH2:11][CH2:12][N:13]([CH2:29][C:30]3[CH:35]=[CH:34][CH:33]=[CH:32][CH:31]=3)[CH2:14][CH2:15]2)[C:5]2[CH:4]=[C:3]([CH:8]=[CH:7][CH:6]=2)[C:1]#[N:2])=[CH:17][CH:18]=1)=[O:21])[CH3:26]. (5) Given the reactants [C:1]([C:5]1[CH:6]=[C:7]([NH2:27])[N:8]([C:10]2[CH:15]=[CH:14][C:13]([Cl:16])=[C:12]([O:17][CH2:18][CH2:19][O:20][CH:21]3[CH2:26][CH2:25][CH2:24][CH2:23][O:22]3)[CH:11]=2)[N:9]=1)([CH3:4])([CH3:3])[CH3:2].[OH-].[Na+].Cl[C:31]([O:33][CH2:34][C:35]([Cl:38])([Cl:37])[Cl:36])=[O:32], predict the reaction product. The product is: [Cl:36][C:35]([Cl:38])([Cl:37])[CH2:34][O:33][C:31](=[O:32])[NH:27][C:7]1[N:8]([C:10]2[CH:15]=[CH:14][C:13]([Cl:16])=[C:12]([O:17][CH2:18][CH2:19][O:20][CH:21]3[CH2:26][CH2:25][CH2:24][CH2:23][O:22]3)[CH:11]=2)[N:9]=[C:5]([C:1]([CH3:4])([CH3:2])[CH3:3])[CH:6]=1. (6) Given the reactants [CH2:1]([O:4][CH:5]([C:9]1[CH:14]=[CH:13][C:12]([Cl:15])=[CH:11][CH:10]=1)[C:6](O)=[O:7])[C:2]#[CH:3].S(Cl)([Cl:18])=O, predict the reaction product. The product is: [CH2:1]([O:4][CH:5]([C:9]1[CH:14]=[CH:13][C:12]([Cl:15])=[CH:11][CH:10]=1)[C:6]([Cl:18])=[O:7])[C:2]#[CH:3]. (7) Given the reactants [CH2:1]([C:3]1[CH:8]=[CH:7][C:6]([CH2:9][C:10]([O:12][CH2:13][CH3:14])=[O:11])=[CH:5][C:4]=1[O:15]C)[CH3:2], predict the reaction product. The product is: [OH:15][C:4]1[CH:5]=[C:6]([CH2:9][C:10]([O:12][CH2:13][CH3:14])=[O:11])[CH:7]=[CH:8][C:3]=1[CH2:1][CH3:2]. (8) Given the reactants [NH2:1][C:2]1[CH:3]=[C:4]([C:8]2[S:12][C:11]([C:13]3[CH:14]=[C:15]4[C:19](=[CH:20][CH:21]=3)[C:18](=[O:22])[N:17]([CH3:23])[CH2:16]4)=[CH:10][CH:9]=2)[CH:5]=[N:6][CH:7]=1.[S:24]1[CH:28]=[CH:27][C:26]([S:29](Cl)(=[O:31])=[O:30])=[CH:25]1, predict the reaction product. The product is: [CH3:23][N:17]1[CH2:16][C:15]2[C:19](=[CH:20][CH:21]=[C:13]([C:11]3[S:12][C:8]([C:4]4[CH:3]=[C:2]([NH:1][S:29]([C:26]5[CH:27]=[CH:28][S:24][CH:25]=5)(=[O:31])=[O:30])[CH:7]=[N:6][CH:5]=4)=[CH:9][CH:10]=3)[CH:14]=2)[C:18]1=[O:22]. (9) Given the reactants Cl[C:2]1[N:9]=[CH:8][CH:7]=[C:6]([O:10]C)[C:3]=1[C:4]#[N:5].[BrH:12], predict the reaction product. The product is: [Br:12][C:2]1[N:9]=[CH:8][CH:7]=[C:6]([OH:10])[C:3]=1[C:4]#[N:5].